From a dataset of Catalyst prediction with 721,799 reactions and 888 catalyst types from USPTO. Predict which catalyst facilitates the given reaction. (1) Reactant: [H-].[Na+].Br[CH2:4][CH2:5]Br.[CH3:7][O:8][C:9](=[O:18])[CH2:10][S:11][C:12]1[CH:17]=[CH:16][CH:15]=[CH:14][CH:13]=1.CS(C)=O. Product: [C:12]1([S:11][C:10]2([C:9]([O:8][CH3:7])=[O:18])[CH2:5][CH2:4]2)[CH:17]=[CH:16][CH:15]=[CH:14][CH:13]=1. The catalyst class is: 28. (2) Product: [Cl:8][C:7]1[CH:2]=[CH:3][C:4]([C@@H:12]2[CH2:16][NH:15][C:14](=[O:17])[CH2:13]2)=[C:5]([N+:9]([O-:11])=[O:10])[CH:6]=1. Reactant: N[C:2]1[CH:3]=[C:4]([C@@H:12]2[CH2:16][NH:15][C:14](=[O:17])[CH2:13]2)[C:5]([N+:9]([O-:11])=[O:10])=[CH:6][C:7]=1[Cl:8].N([O-])=O.[Na+].O. The catalyst class is: 82. (3) Reactant: [NH2:1][C@@H:2]([CH2:22][C:23]1[CH:28]=[CH:27][CH:26]=[CH:25][CH:24]=1)[C@@H:3]([OH:21])[CH2:4][C@@H:5]([NH:13][C:14](=[O:20])[O:15][C:16]([CH3:19])([CH3:18])[CH3:17])[CH2:6][C:7]1[CH:12]=[CH:11][CH:10]=[CH:9][CH:8]=1.[CH3:29][O:30][C:31]([NH:33][C@@H:34]([C@@H:38]([CH3:41])[CH2:39][CH3:40])[C:35](O)=[O:36])=[O:32].CCOP(ON1N=NC2C=CC=CC=2C1=O)(OCC)=O.C(N(CC)C(C)C)(C)C. Product: [CH2:22]([C@H:2]([NH:1][C:35]([C@@H:34]([NH:33][C:31](=[O:32])[O:30][CH3:29])[C@@H:38]([CH3:41])[CH2:39][CH3:40])=[O:36])[C@@H:3]([OH:21])[CH2:4][C@@H:5]([NH:13][C:14]([O:15][C:16]([CH3:19])([CH3:17])[CH3:18])=[O:20])[CH2:6][C:7]1[CH:12]=[CH:11][CH:10]=[CH:9][CH:8]=1)[C:23]1[CH:28]=[CH:27][CH:26]=[CH:25][CH:24]=1. The catalyst class is: 1. (4) Reactant: [OH-].[Na+].C[O:4][C:5](=[O:28])[CH2:6][C:7]1[C:15]2[C:10](=[N:11][CH:12]=[CH:13][CH:14]=2)[N:9]([S:16]([C:19]2[CH:24]=[CH:23][C:22]([Cl:25])=[C:21]([Cl:26])[CH:20]=2)(=[O:18])=[O:17])[C:8]=1[CH3:27]. Product: [Cl:26][C:21]1[CH:20]=[C:19]([S:16]([N:9]2[C:10]3=[N:11][CH:12]=[CH:13][CH:14]=[C:15]3[C:7]([CH2:6][C:5]([OH:28])=[O:4])=[C:8]2[CH3:27])(=[O:17])=[O:18])[CH:24]=[CH:23][C:22]=1[Cl:25]. The catalyst class is: 36. (5) Reactant: N1C=CC=CC=1.[CH2:7]([C:9]([C:28]1[CH:33]=[CH:32][C:31]([OH:34])=[C:30]([CH3:35])[CH:29]=1)([C:12]1[CH:17]=[CH:16][C:15](/[CH:18]=[CH:19]/[C:20]2([OH:26])[CH2:25][CH2:24][CH2:23][CH2:22][CH2:21]2)=[C:14]([CH3:27])[CH:13]=1)[CH2:10][CH3:11])[CH3:8].[F:36][C:37]([F:50])([F:49])[S:38](O[S:38]([C:37]([F:50])([F:49])[F:36])(=[O:40])=[O:39])(=[O:40])=[O:39].O. Product: [CH2:7]([C:9]([C:28]1[CH:33]=[CH:32][C:31]([O:34][S:38]([C:37]([F:50])([F:49])[F:36])(=[O:40])=[O:39])=[C:30]([CH3:35])[CH:29]=1)([C:12]1[CH:17]=[CH:16][C:15](/[CH:18]=[CH:19]/[C:20]2([OH:26])[CH2:25][CH2:24][CH2:23][CH2:22][CH2:21]2)=[C:14]([CH3:27])[CH:13]=1)[CH2:10][CH3:11])[CH3:8]. The catalyst class is: 4.